Dataset: Full USPTO retrosynthesis dataset with 1.9M reactions from patents (1976-2016). Task: Predict the reactants needed to synthesize the given product. (1) Given the product [CH2:7]([O:9][C:10]([C:12]1[C:13]2[C:28](=[O:29])[CH:27]=[CH:26][CH2:25][CH2:24][C:14]=2[N:15]([C:17]([O:19][C:20]([CH3:23])([CH3:21])[CH3:22])=[O:18])[CH:16]=1)=[O:11])[CH3:8], predict the reactants needed to synthesize it. The reactants are: N1C=CC=CC=1.[CH2:7]([O:9][C:10]([C:12]1[C:13]2[C:28](=[O:29])[CH:27]([Se]C3C=CC=CC=3)[CH2:26][CH2:25][CH2:24][C:14]=2[N:15]([C:17]([O:19][C:20]([CH3:23])([CH3:22])[CH3:21])=[O:18])[CH:16]=1)=[O:11])[CH3:8].OO. (2) Given the product [Br:1][C:2]1[CH:7]=[C:6]([F:8])[C:5]([F:9])=[C:4]2[C:3]=1[CH:13]=[CH:14][NH:10]2, predict the reactants needed to synthesize it. The reactants are: [Br:1][C:2]1[CH:3]=[C:4]([N+:10]([O-])=O)[C:5]([F:9])=[C:6]([F:8])[CH:7]=1.[CH:13]([Mg]Br)=[CH2:14].C1COCC1.[Cl-].[NH4+]. (3) Given the product [F:20][C:17]1[CH:16]=[CH:15][C:14]([C:12]2[N:13]=[C:9]([CH:8]=[CH:7][C:6]([OH:21])=[O:5])[S:10][CH:11]=2)=[CH:19][CH:18]=1, predict the reactants needed to synthesize it. The reactants are: C([O:5][C:6](=[O:21])[CH:7]=[CH:8][C:9]1[S:10][CH:11]=[C:12]([C:14]2[CH:19]=[CH:18][C:17]([F:20])=[CH:16][CH:15]=2)[N:13]=1)(C)(C)C. (4) Given the product [Br-:35].[O:38]([CH2:37][CH2:36][N+:1]12[CH2:8][CH2:7][CH:4]([CH2:5][CH2:6]1)[C@@H:3]([O:9][C:10](=[O:29])[N:11]([C:22]1[CH:23]=[C:24]([CH3:28])[CH:25]=[CH:26][CH:27]=1)[CH2:12][C:13]1[CH:18]=[C:17]([F:19])[C:16]([F:20])=[CH:15][C:14]=1[F:21])[CH2:2]2)[C:39]1[CH:44]=[CH:43][CH:42]=[CH:41][CH:40]=1, predict the reactants needed to synthesize it. The reactants are: [N:1]12[CH2:8][CH2:7][CH:4]([CH2:5][CH2:6]1)[C@@H:3]([O:9][C:10](=[O:29])[N:11]([C:22]1[CH:23]=[C:24]([CH3:28])[CH:25]=[CH:26][CH:27]=1)[CH2:12][C:13]1[CH:18]=[C:17]([F:19])[C:16]([F:20])=[CH:15][C:14]=1[F:21])[CH2:2]2.O1CCCC1.[Br:35][CH2:36][CH2:37][O:38][C:39]1[CH:44]=[CH:43][CH:42]=[CH:41][CH:40]=1. (5) Given the product [CH:11]([C:8]1[CH:9]=[CH:10][C:5]([C:3]2[NH:16][C:14]([C:17]3[CH:18]=[C:19]([CH:25]=[CH:26][CH:27]=3)[C:20]([O:22][CH3:23])=[O:21])=[N:15][CH:2]=2)=[CH:6][CH:7]=1)([CH3:13])[CH3:12], predict the reactants needed to synthesize it. The reactants are: Br[CH2:2][C:3]([C:5]1[CH:10]=[CH:9][C:8]([CH:11]([CH3:13])[CH3:12])=[CH:7][CH:6]=1)=O.[C:14]([C:17]1[CH:18]=[C:19]([CH:25]=[CH:26][CH:27]=1)[C:20]([O:22][CH2:23]C)=[O:21])(=[NH:16])[NH2:15].C([O-])([O-])=O.[K+].[K+]. (6) The reactants are: [F-:1].C([N+](CCCC)(CCCC)CCCC)CCC.[Br:19][C:20]1[C:27]([O:28][CH3:29])=[C:26]([O:30][CH3:31])[CH:25]=[C:24]([N+]([O-])=O)[C:21]=1[C:22]#[N:23]. Given the product [Br:19][C:20]1[C:27]([O:28][CH3:29])=[C:26]([O:30][CH3:31])[CH:25]=[C:24]([F:1])[C:21]=1[C:22]#[N:23], predict the reactants needed to synthesize it.